Dataset: NCI-60 drug combinations with 297,098 pairs across 59 cell lines. Task: Regression. Given two drug SMILES strings and cell line genomic features, predict the synergy score measuring deviation from expected non-interaction effect. Drug 1: CCC1=CC2CC(C3=C(CN(C2)C1)C4=CC=CC=C4N3)(C5=C(C=C6C(=C5)C78CCN9C7C(C=CC9)(C(C(C8N6C)(C(=O)OC)O)OC(=O)C)CC)OC)C(=O)OC.C(C(C(=O)O)O)(C(=O)O)O. Drug 2: CC1=CC2C(CCC3(C2CCC3(C(=O)C)OC(=O)C)C)C4(C1=CC(=O)CC4)C. Cell line: OVCAR-4. Synergy scores: CSS=13.6, Synergy_ZIP=-9.53, Synergy_Bliss=-1.57, Synergy_Loewe=-30.3, Synergy_HSA=-1.22.